Dataset: Full USPTO retrosynthesis dataset with 1.9M reactions from patents (1976-2016). Task: Predict the reactants needed to synthesize the given product. (1) Given the product [CH2:15]([C:2]1[CH:11]=[C:10]([CH2:20][CH3:21])[CH:9]=[CH:8][C:3]=1[C:4]([O:6][CH3:7])=[O:5])[CH3:16], predict the reactants needed to synthesize it. The reactants are: Cl[C:2]1[CH:11]=[C:10](Cl)[CH:9]=[CH:8][C:3]=1[C:4]([O:6][CH3:7])=[O:5].CN1CC[CH2:16][C:15]1=O.[CH2:20]([Mg]Br)[CH3:21]. (2) The reactants are: [Cl:1][C:2]1[C:10]2[NH:9][N:8]=[CH:7][C:6]=2[C:5]2[CH2:11][N:12]3[C:26]([C:27]([OH:30])([CH3:29])[CH3:28])=[CH:25][N:24]=[C:13]3[CH:14]([NH:16]C(=O)OCCCC)[CH2:15][C:4]=2[CH:3]=1. Given the product [ClH:1].[NH2:16][CH:14]1[C:13]2=[N:24][CH:25]=[C:26]([C:27]([OH:30])([CH3:28])[CH3:29])[N:12]2[CH2:11][C:5]2[C:6]3[CH:7]=[N:8][NH:9][C:10]=3[C:2]([Cl:1])=[CH:3][C:4]=2[CH2:15]1, predict the reactants needed to synthesize it.